Dataset: Full USPTO retrosynthesis dataset with 1.9M reactions from patents (1976-2016). Task: Predict the reactants needed to synthesize the given product. (1) Given the product [ClH:64].[N:3]1([CH2:9][CH2:10][CH2:11][O:12][C:13]2[CH:26]=[CH:25][C:16]([C:17]([N:19]3[CH2:24][CH2:23][N:22]([C:62]([C:58]4[S:57][CH:61]=[CH:60][CH:59]=4)=[O:63])[CH2:21][CH2:20]3)=[O:18])=[CH:15][CH:14]=2)[CH2:8][CH2:7][CH2:6][CH2:5][CH2:4]1, predict the reactants needed to synthesize it. The reactants are: Cl.Cl.[N:3]1([CH2:9][CH2:10][CH2:11][O:12][C:13]2[CH:26]=[CH:25][C:16]([C:17]([N:19]3[CH2:24][CH2:23][NH:22][CH2:21][CH2:20]3)=[O:18])=[CH:15][CH:14]=2)[CH2:8][CH2:7][CH2:6][CH2:5][CH2:4]1.CCN(CC1C=CC=CC=1)CC.C=CC1C=CC=CC=1.C=CC1C=CC(C=C)=CC=1.[S:57]1[CH:61]=[CH:60][CH:59]=[C:58]1[C:62]([Cl:64])=[O:63]. (2) Given the product [CH2:17]([O:19][N:20]1[CH:21]([CH3:22])[CH2:3][C:2]([CH3:1])=[CH:4][CH2:15][CH2:14][CH2:13][CH2:12][CH2:11][CH2:10][CH2:9][CH2:8][CH2:7][CH2:6][C:5]1=[O:16])[CH3:18], predict the reactants needed to synthesize it. The reactants are: [CH2:1]=[C:2]([CH:4]1[CH2:15][CH2:14][CH2:13][CH2:12][CH2:11][CH2:10][CH2:9][CH2:8][CH2:7][CH2:6][C:5]1=[O:16])[CH3:3].[CH2:17]([O:19][N:20]=[CH:21][CH3:22])[CH3:18].Cl[Sn](Cl)(Cl)Cl. (3) Given the product [I:8][C:5]1[N:6]=[CH:7][C:2]([N:16]2[CH2:21][CH2:20][NH:19][CH:18]([CH3:9])[CH2:17]2)=[N:3][CH:4]=1, predict the reactants needed to synthesize it. The reactants are: Br[C:2]1[CH:7]=[N:6][C:5]([I:8])=[CH:4][N:3]=1.[C:9](=O)([O-])[O-].[Cs+].[Cs+].C[N:16]1[CH2:21][CH2:20][NH:19][CH2:18][CH2:17]1. (4) Given the product [NH:39]1[C:40]2[CH:45]=[CH:44][CH:43]=[CH:42][C:41]=2[N:46]=[C:12]1[C@H:11]([NH:15][C:16](=[O:17])[O:18][C:19]([CH3:22])([CH3:21])[CH3:20])[CH2:10][C:7]1[CH:8]=[CH:9][C:4]([Br:3])=[CH:5][CH:6]=1, predict the reactants needed to synthesize it. The reactants are: N#N.[Br:3][C:4]1[CH:9]=[CH:8][C:7]([CH2:10][C@@H:11]([NH:15][C:16]([O:18][C:19]([CH3:22])([CH3:21])[CH3:20])=[O:17])[C:12](O)=O)=[CH:6][CH:5]=1.C(N1CCOCC1)C.CN(C(O[N:39]1N=[N:46][C:41]2[CH:42]=[CH:43][CH:44]=[CH:45][C:40]1=2)=[N+](C)C)C.[B-](F)(F)(F)F.C1(N)C=CC=CC=1N.